From a dataset of Full USPTO retrosynthesis dataset with 1.9M reactions from patents (1976-2016). Predict the reactants needed to synthesize the given product. (1) Given the product [CH3:1][O:2][C:3]([C@H:6]1[CH2:7][CH2:8][C@H:9]([OH:12])[CH2:10][CH2:11]1)([CH3:5])[CH3:4], predict the reactants needed to synthesize it. The reactants are: [CH3:1][O:2][C:3]([C@H:6]1[CH2:11][CH2:10][C@H:9]([O:12]C2CCCCO2)[CH2:8][CH2:7]1)([CH3:5])[CH3:4].CC1C=CC(S(O)(=O)=O)=CC=1. (2) Given the product [CH3:11][N:8]1[C:7]([CH2:12][N:13]2[CH2:14][CH2:15][N:16]([S:19]([CH3:22])(=[O:21])=[O:20])[CH2:17][CH2:18]2)=[N:6][C:5]2[C:9]1=[N:10][C:2]([C:36]1[CH:37]=[CH:38][C:33]([NH:32][C:29](=[O:31])[CH3:30])=[CH:34][CH:35]=1)=[N:3][C:4]=2[N:23]1[CH2:24][CH2:25][O:26][CH2:27][CH2:28]1, predict the reactants needed to synthesize it. The reactants are: Cl[C:2]1[N:10]=[C:9]2[C:5]([N:6]=[C:7]([CH2:12][N:13]3[CH2:18][CH2:17][N:16]([S:19]([CH3:22])(=[O:21])=[O:20])[CH2:15][CH2:14]3)[N:8]2[CH3:11])=[C:4]([N:23]2[CH2:28][CH2:27][O:26][CH2:25][CH2:24]2)[N:3]=1.[C:29]([NH:32][C:33]1[CH:38]=[CH:37][C:36](B(O)O)=[CH:35][CH:34]=1)(=[O:31])[CH3:30]. (3) Given the product [CH:15]1([N:7]2[CH2:8][CH:9]([CH3:14])[C:10](=[O:13])[N:11]([CH3:12])[C:5]3[CH:4]=[N:3][C:2]([NH:21][C:22]4[CH:30]=[CH:29][C:25]([C:26]([OH:28])=[O:27])=[CH:24][C:23]=4[CH3:31])=[N:20][C:6]2=3)[CH2:19][CH2:18][CH2:17][CH2:16]1, predict the reactants needed to synthesize it. The reactants are: Cl[C:2]1[N:3]=[CH:4][C:5]2[N:11]([CH3:12])[C:10](=[O:13])[CH:9]([CH3:14])[CH2:8][N:7]([CH:15]3[CH2:19][CH2:18][CH2:17][CH2:16]3)[C:6]=2[N:20]=1.[NH2:21][C:22]1[CH:30]=[CH:29][C:25]([C:26]([OH:28])=[O:27])=[CH:24][C:23]=1[CH3:31].C(O)C. (4) Given the product [F:1][C:2]1[C:7]2[N:8]=[N:9][N:10]([CH2:13][C:14]([NH:25][C@H:23]([C:20]3[CH:21]=[CH:22][C:17]([CH3:26])=[CH:18][CH:19]=3)[CH3:24])=[O:16])[C:11](=[O:12])[C:6]=2[CH:5]=[CH:4][CH:3]=1, predict the reactants needed to synthesize it. The reactants are: [F:1][C:2]1[C:7]2[N:8]=[N:9][N:10]([CH2:13][C:14]([OH:16])=O)[C:11](=[O:12])[C:6]=2[CH:5]=[CH:4][CH:3]=1.[C:17]1([CH3:26])[CH:22]=[CH:21][C:20]([C@@H:23]([NH2:25])[CH3:24])=[CH:19][CH:18]=1. (5) Given the product [C:22]([C:21]1[N:26]=[C:10]([C:7]2[CH:6]=[C:5]([O:13][CH2:14][C:15]([F:18])([F:17])[F:16])[C:4]([CH:1]3[CH2:2][CH2:3]3)=[CH:9][N:8]=2)[O:12][N:20]=1)([CH3:25])([CH3:24])[CH3:23], predict the reactants needed to synthesize it. The reactants are: [CH:1]1([C:4]2[C:5]([O:13][CH2:14][C:15]([F:18])([F:17])[F:16])=[CH:6][C:7]([C:10]([OH:12])=O)=[N:8][CH:9]=2)[CH2:3][CH2:2]1.O[N:20]=[C:21]([NH2:26])[C:22]([CH3:25])([CH3:24])[CH3:23]. (6) Given the product [ClH:1].[ClH:1].[N:3]1[N:4]=[C:5]([C:12]2[CH:21]=[CH:20][C:19]3[C:14](=[C:15]([O:22][CH2:23][C:24]4([F:30])[CH2:29][CH2:28][N:27]([CH3:31])[CH2:26][CH2:25]4)[CH:16]=[CH:17][CH:18]=3)[N:13]=2)[N:6]2[CH:11]=[CH:10][CH:9]=[CH:8][C:7]=12, predict the reactants needed to synthesize it. The reactants are: [ClH:1].Cl.[N:3]1[N:4]=[C:5]([C:12]2[CH:21]=[CH:20][C:19]3[C:14](=[C:15]([O:22][CH2:23][C:24]4([F:30])[CH2:29][CH2:28][NH:27][CH2:26][CH2:25]4)[CH:16]=[CH:17][CH:18]=3)[N:13]=2)[N:6]2[CH:11]=[CH:10][CH:9]=[CH:8][C:7]=12.[CH2:31](N(CC)CC)C.C=O.O.[BH-](OC(C)=O)(OC(C)=O)OC(C)=O.[Na+].C([O-])(O)=O.[Na+]. (7) The reactants are: [C:1]([O:5][C:6]([N:8]1[CH2:13][CH2:12][O:11][CH:10]([C:14]2[CH:19]=[CH:18][C:17]([NH:20][C:21]3[N:26]=[C:25]([CH2:27][CH2:28][C:29]4[CH:34]=[CH:33][CH:32]=[CH:31][C:30]=4[CH2:35][C:36](O)=[O:37])[C:24]([C:39]([F:42])([F:41])[F:40])=[CH:23][N:22]=3)=[CH:16][CH:15]=2)[CH2:9]1)=[O:7])([CH3:4])([CH3:3])[CH3:2].C(=O)([O-])[O-].[NH4+].[NH4+].C[N:50](C(ON1N=NC2C=CC=NC1=2)=[N+](C)C)C.F[P-](F)(F)(F)(F)F.CCN(C(C)C)C(C)C. Given the product [NH2:50][C:36](=[O:37])[CH2:35][C:30]1[CH:31]=[CH:32][CH:33]=[CH:34][C:29]=1[CH2:28][CH2:27][C:25]1[C:24]([C:39]([F:42])([F:41])[F:40])=[CH:23][N:22]=[C:21]([NH:20][C:17]2[CH:16]=[CH:15][C:14]([CH:10]3[O:11][CH2:12][CH2:13][N:8]([C:6]([O:5][C:1]([CH3:4])([CH3:2])[CH3:3])=[O:7])[CH2:9]3)=[CH:19][CH:18]=2)[N:26]=1, predict the reactants needed to synthesize it. (8) The reactants are: [CH:1]1([CH2:7][CH2:8][CH2:9][C@@H:10]([C:19]2[O:23][N:22]=[C:21]([CH2:24]OS(C3C=CC(C)=CC=3)(=O)=O)[N:20]=2)[CH2:11][C:12]([O:14][C:15]([CH3:18])([CH3:17])[CH3:16])=[O:13])[CH2:6][CH2:5][CH2:4][CH2:3][CH2:2]1.[CH3:36][O:37][CH2:38][CH2:39][NH:40][CH2:41][CH2:42][O:43][CH3:44]. Given the product [CH3:36][O:37][CH2:38][CH2:39][N:40]([CH2:24][C:21]1[N:20]=[C:19]([C@H:10]([CH2:9][CH2:8][CH2:7][CH:1]2[CH2:2][CH2:3][CH2:4][CH2:5][CH2:6]2)[CH2:11][C:12]([O:14][C:15]([CH3:18])([CH3:16])[CH3:17])=[O:13])[O:23][N:22]=1)[CH2:41][CH2:42][O:43][CH3:44], predict the reactants needed to synthesize it. (9) The reactants are: [CH3:1][O:2][C:3]1[CH:4]=[C:5]([NH:11][C:12](=[O:14])[CH3:13])[CH:6]=[CH:7][C:8]=1[O:9][CH3:10].[I:15]Cl.[O-]S([O-])(=S)=O.[Na+].[Na+]. Given the product [I:15][C:6]1[CH:7]=[C:8]([O:9][CH3:10])[C:3]([O:2][CH3:1])=[CH:4][C:5]=1[NH:11][C:12](=[O:14])[CH3:13], predict the reactants needed to synthesize it.